From a dataset of Forward reaction prediction with 1.9M reactions from USPTO patents (1976-2016). Predict the product of the given reaction. The product is: [NH2:23][C:24]1[N:32]=[C:31]2[C:27]([N:28]=[CH:29][NH:30]2)=[C:26]([NH:1][CH:2]([C:4]2[N:5]=[C:6]3[S:21][CH:20]=[C:19]([CH3:22])[N:7]3[C:8](=[O:18])[C:9]=2[C:10]2[CH:15]=[C:14]([F:16])[CH:13]=[C:12]([F:17])[CH:11]=2)[CH3:3])[N:25]=1. Given the reactants [NH2:1][CH:2]([C:4]1[N:5]=[C:6]2[S:21][CH:20]=[C:19]([CH3:22])[N:7]2[C:8](=[O:18])[C:9]=1[C:10]1[CH:15]=[C:14]([F:16])[CH:13]=[C:12]([F:17])[CH:11]=1)[CH3:3].[NH2:23][C:24]1[N:32]=[C:31]2[C:27]([NH:28][CH:29]=[N:30]2)=[C:26](Br)[N:25]=1.C(N(CC)C(C)C)(C)C, predict the reaction product.